Dataset: Full USPTO retrosynthesis dataset with 1.9M reactions from patents (1976-2016). Task: Predict the reactants needed to synthesize the given product. (1) The reactants are: [Cl:1][C:2]1[N:7]=[C:6]2[CH:8]=[C:9]([C:20]#[N:21])[N:10](S(C3C=CC=CC=3)(=O)=O)[C:5]2=[CH:4][CH:3]=1.[OH-].[Na+]. Given the product [Cl:1][C:2]1[N:7]=[C:6]2[CH:8]=[C:9]([C:20]#[N:21])[NH:10][C:5]2=[CH:4][CH:3]=1, predict the reactants needed to synthesize it. (2) Given the product [CH3:12][O:13][C:14]1[CH:25]=[CH:24][C:17]([CH2:18][O:19][CH2:20][CH2:21][C:22]#[C:23][CH:29]=[O:30])=[CH:16][CH:15]=1, predict the reactants needed to synthesize it. The reactants are: CCCCCC.[Li]CCCC.[CH3:12][O:13][C:14]1[CH:25]=[CH:24][C:17]([CH2:18][O:19][CH2:20][CH2:21][C:22]#[CH:23])=[CH:16][CH:15]=1.CN([CH:29]=[O:30])C. (3) Given the product [F:17][C:14]1[CH:15]=[CH:16][C:11]([CH:8]2[N:7]([S:18]([C:21]3[CH:26]=[CH:25][C:24]([CH3:27])=[CH:23][CH:22]=3)(=[O:20])=[O:19])[CH:6]([CH2:5][CH2:4][C:3]([NH:30][NH2:31])=[O:2])[CH2:10][CH2:9]2)=[CH:12][CH:13]=1, predict the reactants needed to synthesize it. The reactants are: C[O:2][C:3](=O)[CH2:4][CH2:5][CH:6]1[CH2:10][CH2:9][CH:8]([C:11]2[CH:16]=[CH:15][C:14]([F:17])=[CH:13][CH:12]=2)[N:7]1[S:18]([C:21]1[CH:26]=[CH:25][C:24]([CH3:27])=[CH:23][CH:22]=1)(=[O:20])=[O:19].O.[NH2:30][NH2:31]. (4) The reactants are: C(OC([N:8]1[CH2:13][CH2:12][C@H:11]([NH:14][C:15]([C:17]2[NH:18][C:19]([CH3:24])=[C:20]([Cl:23])[C:21]=2[Cl:22])=[O:16])[C@H:10]([CH2:25][O:26][CH3:27])[CH2:9]1)=O)(C)(C)C. Given the product [ClH:22].[Cl:22][C:21]1[C:20]([Cl:23])=[C:19]([CH3:24])[NH:18][C:17]=1[C:15]([NH:14][C@H:11]1[CH2:12][CH2:13][NH:8][CH2:9][C@H:10]1[CH2:25][O:26][CH3:27])=[O:16], predict the reactants needed to synthesize it. (5) Given the product [C:24]([O:23][C:21]1[CH:20]=[CH:19][C:3]([C:4](=[O:5])[NH:6][CH2:7][C:8]2[NH:12][N:11]=[C:10]([C:13]3[CH:14]=[CH:15][N:16]=[CH:17][CH:18]=3)[N:9]=2)=[C:2]([OH:1])[CH:22]=1)(=[O:28])[CH:25]([CH3:27])[CH3:26], predict the reactants needed to synthesize it. The reactants are: [OH:1][C:2]1[CH:22]=[C:21]([OH:23])[CH:20]=[CH:19][C:3]=1[C:4]([NH:6][CH2:7][C:8]1[NH:12][N:11]=[C:10]([C:13]2[CH:18]=[CH:17][N:16]=[CH:15][CH:14]=2)[N:9]=1)=[O:5].[C:24](Cl)(=[O:28])[CH:25]([CH3:27])[CH3:26]. (6) The reactants are: [CH3:1][C:2]1[CH:3]=[N:4][N:5]([CH2:7][C:8]2[CH:23]=[CH:22][C:11]([C:12]([C:14]3[CH:15]=[N:16][CH:17]=[C:18]([CH:21]=3)[C:19]#N)=[O:13])=[CH:10][CH:9]=2)[CH:6]=1.[OH-:24].[Li+].[OH2:26]. Given the product [CH3:1][C:2]1[CH:3]=[N:4][N:5]([CH2:7][C:8]2[CH:23]=[CH:22][C:11]([C:12]([C:14]3[CH:15]=[N:16][CH:17]=[C:18]([CH:21]=3)[C:19]([OH:26])=[O:24])=[O:13])=[CH:10][CH:9]=2)[CH:6]=1, predict the reactants needed to synthesize it. (7) Given the product [Cl:24][C:22]1[CH:21]=[C:17]([C:18](=[O:20])[NH:27][CH2:28][C:29]2[C:34](=[O:35])[CH:33]=[C:32]([CH3:36])[NH:31][C:30]=2[CH3:37])[C:16]([CH3:25])=[C:15]([CH:23]=1)[O:14][CH:11]1[CH2:12][CH2:13][N:8]([C:6]([O:5][C:1]([CH3:4])([CH3:2])[CH3:3])=[O:7])[CH2:9][CH2:10]1, predict the reactants needed to synthesize it. The reactants are: [C:1]([O:5][C:6]([N:8]1[CH2:13][CH2:12][CH:11]([O:14][C:15]2[C:16]([CH3:25])=[C:17]([CH:21]=[C:22]([Cl:24])[CH:23]=2)[C:18]([OH:20])=O)[CH2:10][CH2:9]1)=[O:7])([CH3:4])([CH3:3])[CH3:2].Cl.[NH2:27][CH2:28][C:29]1[C:34](=[O:35])[CH:33]=[C:32]([CH3:36])[NH:31][C:30]=1[CH3:37].ON1C2N=CC=CC=2N=N1.C(Cl)CCl.CN1CCOCC1.